This data is from Catalyst prediction with 721,799 reactions and 888 catalyst types from USPTO. The task is: Predict which catalyst facilitates the given reaction. (1) Reactant: F[C:2]1[C:3]([S:14]([CH3:17])(=[O:16])=[O:15])=[CH:4][C:5]([N+:11]([O-:13])=[O:12])=[C:6]([CH:10]=1)[C:7]([OH:9])=[O:8].[NH:18]([CH2:22][CH2:23][OH:24])[CH2:19][CH2:20][OH:21]. Product: [OH:21][CH2:20][CH2:19][N:18]([CH2:22][CH2:23][OH:24])[C:2]1[C:3]([S:14]([CH3:17])(=[O:16])=[O:15])=[CH:4][C:5]([N+:11]([O-:13])=[O:12])=[C:6]([CH:10]=1)[C:7]([OH:9])=[O:8]. The catalyst class is: 16. (2) Reactant: C([O:3][C:4](=[O:23])[C:5]([O:15][C:16]1[CH:21]=[CH:20][C:19]([F:22])=[CH:18][CH:17]=1)([CH3:14])[CH2:6][C:7]1[CH:12]=[CH:11][C:10]([OH:13])=[CH:9][CH:8]=1)C.[C:24]1([C:49]2[CH:54]=[CH:53][CH:52]=[CH:51][CH:50]=2)[CH:29]=[CH:28][CH:27]=[C:26]([C:30]2[O:31][C:32]([CH3:48])=[C:33]([CH2:35][CH2:36]OS(C3C=CC(C)=CC=3)(=O)=O)[N:34]=2)[CH:25]=1.C([O-])([O-])=O.[K+].[K+].[OH-].[Na+]. Product: [C:24]1([C:49]2[CH:50]=[CH:51][CH:52]=[CH:53][CH:54]=2)[CH:29]=[CH:28][CH:27]=[C:26]([C:30]2[O:31][C:32]([CH3:48])=[C:33]([CH2:35][CH2:36][O:13][C:10]3[CH:11]=[CH:12][C:7]([CH2:6][C:5]([O:15][C:16]4[CH:21]=[CH:20][C:19]([F:22])=[CH:18][CH:17]=4)([CH3:14])[C:4]([OH:3])=[O:23])=[CH:8][CH:9]=3)[N:34]=2)[CH:25]=1. The catalyst class is: 8. (3) The catalyst class is: 22. Product: [N:1]1([C:5]2[N:14]=[C:13]3[C:8]([C:9](=[O:24])[C:10]([C:19]([O:21][CH2:22][CH3:23])=[O:20])=[CH:11][N:12]3[CH2:15][CH2:16][C:17]#[N:18])=[CH:7][C:6]=2[Br:25])[CH2:2][CH2:3][CH2:4]1. Reactant: [N:1]1([C:5]2[N:14]=[C:13]3[C:8]([C:9](=[O:24])[C:10]([C:19]([O:21][CH2:22][CH3:23])=[O:20])=[CH:11][N:12]3[CH2:15][CH2:16][C:17]#[N:18])=[CH:7][CH:6]=2)[CH2:4][CH2:3][CH2:2]1.[Br:25]N1C(C)(C)C(=O)N(Br)C1=O. (4) Reactant: [OH:1][N:2]=[C:3]([C:8]([O:10][CH3:11])=[O:9])[C:4]([O:6][CH3:7])=[O:5].[CH2:12]([CH:14]([CH2:17][CH2:18][CH2:19][CH3:20])[CH2:15]Br)[CH3:13].C(=O)([O-])[O-].[K+].[K+].O. Product: [CH2:12]([CH:14]([CH2:17][CH2:18][CH2:19][CH3:20])[CH2:15][O:1][N:2]=[C:3]([C:8]([O:10][CH3:11])=[O:9])[C:4]([O:6][CH3:7])=[O:5])[CH3:13]. The catalyst class is: 3. (5) Reactant: [Br:1][C:2]1[CH:3]=[CH:4][C:5]([Cl:17])=[C:6]([C:8]([C:10]2[CH:15]=[CH:14][C:13]([CH3:16])=[CH:12][CH:11]=2)=[O:9])[CH:7]=1.C1C(=O)N([Br:25])C(=O)C1.CC(N=NC(C#N)(C)C)(C#N)C. Product: [Br:1][C:2]1[CH:3]=[CH:4][C:5]([Cl:17])=[C:6]([C:8]([C:10]2[CH:15]=[CH:14][C:13]([CH2:16][Br:25])=[CH:12][CH:11]=2)=[O:9])[CH:7]=1. The catalyst class is: 53. (6) Reactant: [CH2:1]([O:3][C:4](=[O:14])[CH2:5][C:6]1[CH2:11][CH2:10][CH2:9][C:8](=O)[C:7]=1O)[CH3:2].C([O-])(=O)C.[NH4+:19].[Cl:20][C:21]1[CH:22]=[C:23]([CH:26]=[CH:27][C:28]=1[Cl:29])[CH2:24][NH2:25].[CH:30](=O)[CH:31]([CH3:33])[CH3:32]. Product: [CH2:1]([O:3][C:4](=[O:14])[CH2:5][CH:6]1[C:7]2[N:25]([CH2:24][C:23]3[CH:26]=[CH:27][C:28]([Cl:29])=[C:21]([Cl:20])[CH:22]=3)[C:30]([CH:31]([CH3:33])[CH3:32])=[N:19][C:8]=2[CH2:9][CH2:10][CH2:11]1)[CH3:2]. The catalyst class is: 845. (7) Reactant: [Cl:1][C:2]1[C:10]2[N:6]([C:7]([CH2:16][CH2:17][O:18][CH3:19])=[CH:8][C:9]=2[C:11]([O:13]CC)=[O:12])[CH:5]=[CH:4][CH:3]=1.[OH-].[Na+].[NH4+].[Cl-]. Product: [Cl:1][C:2]1[C:10]2[N:6]([C:7]([CH2:16][CH2:17][O:18][CH3:19])=[CH:8][C:9]=2[C:11]([OH:13])=[O:12])[CH:5]=[CH:4][CH:3]=1. The catalyst class is: 5. (8) Reactant: [Cl:1][C:2]1[C:3](=[O:12])[N:4]([CH2:9][O:10][CH3:11])[N:5]=[CH:6][C:7]=1Cl.[CH3:13][O-:14].[Na+]. Product: [Cl:1][C:2]1[C:3](=[O:12])[N:4]([CH2:9][O:10][CH3:11])[N:5]=[CH:6][C:7]=1[O:14][CH3:13]. The catalyst class is: 5. (9) Reactant: [Cl:1][C:2]1[CH:7]=[CH:6][C:5]([C@H:8]2[CH2:13][CH2:12][C@H:11]([C:14]3[C:15](=[O:26])[C:16]4[C:21]([C:22](=[O:25])[C:23]=3Cl)=[CH:20][CH:19]=[CH:18][CH:17]=4)[CH2:10][CH2:9]2)=[CH:4][CH:3]=1.[OH-:27].[Na+]. Product: [CH:18]1[CH:19]=[CH:20][C:21]2[C:22]([C:23]([OH:27])=[C:14]([C@@H:11]3[CH2:10][CH2:9][C@@H:8]([C:5]4[CH:4]=[CH:3][C:2]([Cl:1])=[CH:7][CH:6]=4)[CH2:13][CH2:12]3)[C:15](=[O:26])[C:16]=2[CH:17]=1)=[O:25]. The catalyst class is: 24. (10) Reactant: [CH2:1]([O:8][C@@H:9]1[C@H:13]([O:14][CH2:15][C:16]2[CH:21]=[CH:20][CH:19]=[CH:18][CH:17]=2)[C@@H:12]([CH2:22][O:23][CH2:24][C:25]2[CH:30]=[CH:29][CH:28]=[CH:27][CH:26]=2)[O:11][CH:10]1[C:31](=[CH:34][N:35](C)C)[C:32]#[N:33])[C:2]1[CH:7]=[CH:6][CH:5]=[CH:4][CH:3]=1.O.[NH2:39]N.O.Cl.NN. Product: [CH2:1]([O:8][C@@H:9]1[C@H:13]([O:14][CH2:15][C:16]2[CH:21]=[CH:20][CH:19]=[CH:18][CH:17]=2)[C@@H:12]([CH2:22][O:23][CH2:24][C:25]2[CH:30]=[CH:29][CH:28]=[CH:27][CH:26]=2)[O:11][CH:10]1[C:31](=[CH:34][NH:35][NH2:39])[C:32]#[N:33])[C:2]1[CH:7]=[CH:6][CH:5]=[CH:4][CH:3]=1. The catalyst class is: 5.